From a dataset of Full USPTO retrosynthesis dataset with 1.9M reactions from patents (1976-2016). Predict the reactants needed to synthesize the given product. (1) Given the product [ClH:1].[NH2:31][CH2:30][C:29]([N:24]1[CH2:23][CH2:22][C:21]2[C:26](=[CH:27][CH:28]=[C:19]([C:16]3[N:15]=[C:14]([C:6]4[CH:5]=[C:4]([C:2]#[N:3])[C:9]([O:10][CH:11]([CH3:13])[CH3:12])=[N:8][CH:7]=4)[O:18][N:17]=3)[C:20]=2[CH3:40])[CH2:25]1)=[O:39], predict the reactants needed to synthesize it. The reactants are: [ClH:1].[C:2]([C:4]1[CH:5]=[C:6]([C:14]2[O:18][N:17]=[C:16]([C:19]3[C:20]([CH3:40])=[C:21]4[C:26](=[CH:27][CH:28]=3)[CH2:25][N:24]([C:29](=[O:39])[CH2:30][NH:31]C(=O)OC(C)(C)C)[CH2:23][CH2:22]4)[N:15]=2)[CH:7]=[N:8][C:9]=1[O:10][CH:11]([CH3:13])[CH3:12])#[N:3].CCOCC. (2) Given the product [Cl:1][C:2]1[CH:3]=[C:4]([CH2:9][C:10]([C:16]2[CH:21]=[CH:20][CH:19]=[CH:18][CH:17]=2)=[O:11])[CH:5]=[CH:6][C:7]=1[Cl:8], predict the reactants needed to synthesize it. The reactants are: [Cl:1][C:2]1[CH:3]=[C:4]([CH2:9][C:10](N(OC)C)=[O:11])[CH:5]=[CH:6][C:7]=1[Cl:8].[C:16]1([Mg]Br)[CH:21]=[CH:20][CH:19]=[CH:18][CH:17]=1. (3) Given the product [Br:1][C:2]1[C:3]([N:17]2[CH2:18][CH2:19][C:20]([CH3:23])([CH3:24])[CH2:21][CH2:22]2)=[C:4]([C@H:10]([OH:16])[C:11]([O:13][CH2:14][CH3:15])=[O:12])[C:5]([CH3:9])=[N:6][C:7]=1[CH3:8], predict the reactants needed to synthesize it. The reactants are: [Br:1][C:2]1[C:3]([N:17]2[CH2:22][CH2:21][C:20]([CH3:24])([CH3:23])[CH2:19][CH2:18]2)=[C:4]([C:10](=[O:16])[C:11]([O:13][CH2:14][CH3:15])=[O:12])[C:5]([CH3:9])=[N:6][C:7]=1[CH3:8].CB1N2CCC[C@@H]2C(C2C=CC=CC=2)(C2C=CC=CC=2)O1.[B]1OC2C(=CC=CC=2)O1. (4) Given the product [ClH:20].[CH3:1][C:2]1[N:7]=[C:6]([CH2:8][NH2:9])[CH:5]=[C:4]([C:10]2[CH:11]=[N:12][C:13]([C:16]([F:19])([F:17])[F:18])=[CH:14][CH:15]=2)[N:3]=1, predict the reactants needed to synthesize it. The reactants are: [CH3:1][C:2]1[N:7]=[C:6]([C:8]#[N:9])[CH:5]=[C:4]([C:10]2[CH:11]=[N:12][C:13]([C:16]([F:19])([F:18])[F:17])=[CH:14][CH:15]=2)[N:3]=1.[ClH:20]. (5) Given the product [CH3:1][C:2]1[C:6]([C:7]2[CH:16]=[C:15]3[C:10]([C:11]([NH:18][CH:19]([CH3:23])[CH2:20][O:21][CH3:22])=[C:12]([NH:17][C:39]([CH:36]4[CH2:37][CH2:38][O:33][CH2:34][CH2:35]4)=[O:40])[CH:13]=[N:14]3)=[CH:9][C:8]=2[O:24][CH3:25])=[C:5]([CH3:26])[O:4][N:3]=1, predict the reactants needed to synthesize it. The reactants are: [CH3:1][C:2]1[C:6]([C:7]2[CH:16]=[C:15]3[C:10]([C:11]([NH:18][CH:19]([CH3:23])[CH2:20][O:21][CH3:22])=[C:12]([NH2:17])[CH:13]=[N:14]3)=[CH:9][C:8]=2[O:24][CH3:25])=[C:5]([CH3:26])[O:4][N:3]=1.N1C=CC=CC=1.[O:33]1[CH2:38][CH2:37][CH:36]([C:39](Cl)=[O:40])[CH2:35][CH2:34]1. (6) Given the product [CH3:1][CH:2]1[CH2:7][CH2:6][N:5]([C:8](=[O:10])[CH2:29][C:27]#[N:28])[CH2:4][CH:3]1[C:15]1[N:16]=[N:17][N:18]2[C:23]=1[C:22]1[CH:24]=[CH:25][NH:26][C:21]=1[N:20]=[CH:19]2, predict the reactants needed to synthesize it. The reactants are: [CH3:1][CH:2]1[CH2:7][CH2:6][N:5]([C:8]([O:10]C(C)(C)C)=O)[CH2:4][CH:3]1[C:15]1[N:16]=[N:17][N:18]2[C:23]=1[C:22]1[CH:24]=[CH:25][NH:26][C:21]=1[N:20]=[CH:19]2.[C:27]([CH2:29]C(O)=O)#[N:28].F[P-](F)(F)(F)(F)F.N1(OC(N(C)C)=[N+](C)C)C2N=CC=CC=2N=N1.O.